From a dataset of HIV replication inhibition screening data with 41,000+ compounds from the AIDS Antiviral Screen. Binary Classification. Given a drug SMILES string, predict its activity (active/inactive) in a high-throughput screening assay against a specified biological target. (1) The compound is CNC(=O)N(C1=NCC(C)S1)c1ccc(C)c(C)c1. The result is 0 (inactive). (2) The molecule is CCOC(=O)c1c2nc3ccccc3sc-2c(C(=O)OCC)c1C(=O)OCC. The result is 0 (inactive). (3) The drug is CCC(Cl)=NOC(=O)Nc1ccc(OC)c(C)c1. The result is 0 (inactive). (4) The drug is Cc1nnc(CC#N)n1NC(=O)CC#N. The result is 0 (inactive). (5) The drug is CC(=O)Oc1ccc(-c2oc3c(C4C=C(C)CC(c5ccc(OC(C)=O)cc5OC(C)=O)C4C(=O)c4ccc(OC(C)=O)c(CC=C(C)C)c4OC(C)=O)c(OC(C)=O)cc(OC(C)=O)c3c(=O)c2CC=C(C)C)c(OC(C)=O)c1. The result is 0 (inactive). (6) The drug is CC1CC[P+](C)(c2ccccc2)C1.[Br-]. The result is 0 (inactive).